From a dataset of Full USPTO retrosynthesis dataset with 1.9M reactions from patents (1976-2016). Predict the reactants needed to synthesize the given product. (1) Given the product [Cl:1][C:2]1[CH:7]=[C:6]([C:8]2[NH:24][C:18]3[C:13](=[O:12])[NH:14][CH2:15][CH2:16][C:17]=3[CH:9]=2)[CH:5]=[CH:4][N:3]=1, predict the reactants needed to synthesize it. The reactants are: [Cl:1][C:2]1[CH:7]=[C:6]([C:8](=O)[CH2:9]Br)[CH:5]=[CH:4][N:3]=1.[O:12]=[C:13]1[C:18](=O)[CH2:17][CH2:16][CH2:15][NH:14]1.C([O-])(=O)C.[NH4+:24]. (2) Given the product [ClH:1].[ClH:28].[Cl:28][C:29]1[CH:34]=[C:33]([C:2]2[N:3]=[C:4]3[C:9](=[CH:10][CH:11]=2)[N:8]=[CH:7][C:6]([C:12](=[O:14])[CH3:13])=[C:5]3[N:15]2[CH2:20][CH2:19][CH:18]([CH2:21][CH2:22][N:23]3[CH2:27][CH2:26][CH2:25][CH2:24]3)[CH2:17][CH2:16]2)[CH:32]=[C:31]([Cl:44])[C:30]=1[OH:45], predict the reactants needed to synthesize it. The reactants are: [Cl:1][C:2]1[N:3]=[C:4]2[C:9](=[CH:10][CH:11]=1)[N:8]=[CH:7][C:6]([C:12](=[O:14])[CH3:13])=[C:5]2[N:15]1[CH2:20][CH2:19][CH:18]([CH2:21][CH2:22][N:23]2[CH2:27][CH2:26][CH2:25][CH2:24]2)[CH2:17][CH2:16]1.[Cl:28][C:29]1[CH:34]=[C:33](B2OC(C)(C)C(C)(C)O2)[CH:32]=[C:31]([Cl:44])[C:30]=1[OH:45].C1(N)C(F)=C(F)C(F)=C(N)C=1F.Cl.Cl. (3) Given the product [Br-:20].[CH2:2]([P+:27]([C:28]1[CH:29]=[CH:30][CH:31]=[CH:32][CH:33]=1)([C:34]1[CH:39]=[CH:38][CH:37]=[CH:36][CH:35]=1)[C:21]1[CH:22]=[CH:23][CH:24]=[CH:25][CH:26]=1)[CH2:3][CH2:4][CH2:5][CH2:6][CH2:7][CH2:8][CH2:9][CH2:10][CH2:11][CH2:12][CH2:13][CH2:14][CH2:15][CH2:16][CH2:17][CH2:18][CH3:19], predict the reactants needed to synthesize it. The reactants are: [PH4+].[CH2:2]([Br:20])[CH2:3][CH2:4][CH2:5][CH2:6][CH2:7][CH2:8][CH2:9][CH2:10][CH2:11][CH2:12][CH2:13][CH2:14][CH2:15][CH2:16][CH2:17][CH2:18][CH3:19].[C:21]1([P:27]([C:34]2[CH:39]=[CH:38][CH:37]=[CH:36][CH:35]=2)[C:28]2[CH:33]=[CH:32][CH:31]=[CH:30][CH:29]=2)[CH:26]=[CH:25][CH:24]=[CH:23][CH:22]=1.II. (4) Given the product [CH2:1]([O:8][C:9](=[O:30])[CH2:10][C:21]1[CH:26]=[CH:25][N:24]=[CH:23][C:22]=1[N+:27]([O-:29])=[O:28])[C:2]1[CH:3]=[CH:4][CH:5]=[CH:6][CH:7]=1, predict the reactants needed to synthesize it. The reactants are: [CH2:1]([O:8][C:9](=[O:30])[CH:10]([C:21]1[CH:26]=[CH:25][N:24]=[CH:23][C:22]=1[N+:27]([O-:29])=[O:28])C(OCC1C=CC=CC=1)=O)[C:2]1[CH:7]=[CH:6][CH:5]=[CH:4][CH:3]=1.[Cl-].[Li+].CS(C)=O. (5) The reactants are: [C:1]1(=[O:8])[CH:6]=[CH:5][C:4](=[O:7])[CH:3]=[CH:2]1.[CH2:9]([N:11]([CH2:16][C:17]1[CH:22]=[CH:21][CH:20]=[CH:19][C:18]=1[O:23][CH3:24])[CH2:12][CH2:13][CH2:14][NH2:15])[CH3:10]. Given the product [CH2:9]([N:11]([CH2:16][C:17]1[CH:22]=[CH:21][CH:20]=[CH:19][C:18]=1[O:23][CH3:24])[CH2:12][CH2:13][CH2:14][NH:15][C:6]1[C:1](=[O:8])[CH:2]=[C:3]([NH:15][CH2:14][CH2:13][CH2:12][N:11]([CH2:9][CH3:10])[CH2:16][C:17]2[CH:22]=[CH:21][CH:20]=[CH:19][C:18]=2[O:23][CH3:24])[C:4](=[O:7])[CH:5]=1)[CH3:10], predict the reactants needed to synthesize it.